The task is: Regression/Classification. Given a drug SMILES string, predict its absorption, distribution, metabolism, or excretion properties. Task type varies by dataset: regression for continuous measurements (e.g., permeability, clearance, half-life) or binary classification for categorical outcomes (e.g., BBB penetration, CYP inhibition). Dataset: cyp2c19_veith.. This data is from CYP2C19 inhibition data for predicting drug metabolism from PubChem BioAssay. The drug is COc1ccccc1CNc1ccnc(-c2ccccc2OC)n1. The result is 1 (inhibitor).